Dataset: Aqueous solubility values for 9,982 compounds from the AqSolDB database. Task: Regression/Classification. Given a drug SMILES string, predict its absorption, distribution, metabolism, or excretion properties. Task type varies by dataset: regression for continuous measurements (e.g., permeability, clearance, half-life) or binary classification for categorical outcomes (e.g., BBB penetration, CYP inhibition). For this dataset (solubility_aqsoldb), we predict Y. (1) The drug is CC1=CC[C@H](C(C)(C)O)CC1. The Y is -2.34 log mol/L. (2) The molecule is CC1=CCCCC1. The Y is -3.27 log mol/L. (3) The molecule is COP(=O)(OC)OC(Br)C(Cl)(Cl)Br. The Y is -2.28 log mol/L.